This data is from Forward reaction prediction with 1.9M reactions from USPTO patents (1976-2016). The task is: Predict the product of the given reaction. (1) Given the reactants ClC1C=CC=CC=1C(Cl)=O.Cl[C:12]1[CH:17]=[CH:16][C:15]([C:18]([F:21])([F:20])[F:19])=[CH:14][N:13]=1.[Cl:22][C:23]1[CH:28]=[C:27](Cl)[CH:26]=[CH:25][C:24]=1[C:30]1[C:35]([C:36]2[NH:37][CH:38]=[CH:39][N:40]=2)=[CH:34][N:33]=[C:32]([NH:41][CH2:42][CH2:43][NH:44]C2C=CC([N+]([O-])=O)=CN=2)[N:31]=1, predict the reaction product. The product is: [Cl:22][C:23]1[CH:28]=[CH:27][CH:26]=[CH:25][C:24]=1[C:30]1[C:35]([C:36]2[NH:40][CH:39]=[CH:38][N:37]=2)=[CH:34][N:33]=[C:32]([NH:41][CH2:42][CH2:43][NH:44][C:12]2[CH:17]=[CH:16][C:15]([C:18]([F:21])([F:20])[F:19])=[CH:14][N:13]=2)[N:31]=1. (2) Given the reactants Cl[CH2:2][CH2:3][CH2:4][C:5]([C:7]1[CH:12]=[CH:11][C:10]([CH3:13])=[C:9]([CH3:14])[CH:8]=1)=[O:6].[CH3:15][CH:16]([CH3:32])[C:17]([NH:19][C:20]1[CH:25]=[CH:24][CH:23]=[C:22]([CH:26]2[CH2:31][CH2:30][NH:29][CH2:28][CH2:27]2)[N:21]=1)=[O:18], predict the reaction product. The product is: [CH3:14][C:9]1[CH:8]=[C:7]([C:5](=[O:6])[CH2:4][CH2:3][CH2:2][N:29]2[CH2:30][CH2:31][CH:26]([C:22]3[N:21]=[C:20]([NH:19][C:17](=[O:18])[CH:16]([CH3:15])[CH3:32])[CH:25]=[CH:24][CH:23]=3)[CH2:27][CH2:28]2)[CH:12]=[CH:11][C:10]=1[CH3:13]. (3) Given the reactants [F:1][C:2]1[CH:32]=[CH:31][C:5]([CH2:6][O:7][C:8]2[CH:13]=[CH:12][N:11]([C:14]3[CH:15]=[CH:16][C:17]4[N:18]([C:20]([CH3:29])=[C:21]([C:23](N(OC)C)=[O:24])[N:22]=4)[CH:19]=3)[C:10](=[O:30])[CH:9]=2)=[CH:4][CH:3]=1.[CH3:33][Mg]Br, predict the reaction product. The product is: [C:23]([C:21]1[N:22]=[C:17]2[CH:16]=[CH:15][C:14]([N:11]3[CH:12]=[CH:13][C:8]([O:7][CH2:6][C:5]4[CH:4]=[CH:3][C:2]([F:1])=[CH:32][CH:31]=4)=[CH:9][C:10]3=[O:30])=[CH:19][N:18]2[C:20]=1[CH3:29])(=[O:24])[CH3:33]. (4) Given the reactants [CH3:1][C:2]1[CH:8]=[C:7](O)[C:6]([CH3:10])=[CH:5][C:3]=1[NH2:4].[H-].[Na+].Cl[C:14]1[S:15][C:16]([Cl:23])=[C:17]([C:19]2([CH3:22])[CH2:21][CH2:20]2)[N:18]=1.CN(C)C=[O:27], predict the reaction product. The product is: [Cl:23][C:16]1[S:15][C:14]([O:27][NH:4][C:3]2[CH:5]=[C:6]([CH3:10])[CH:7]=[CH:8][C:2]=2[CH3:1])=[N:18][C:17]=1[C:19]1([CH3:22])[CH2:21][CH2:20]1.